From a dataset of Reaction yield outcomes from USPTO patents with 853,638 reactions. Predict the reaction yield, written as a fraction of the theoretical maximum amount of product (1.0 means a 100% yield; for example, 0.34 means a 34% yield). (1) The reactants are [NH2:1][C:2]1[CH:3]=[C:4]2[C:9](=[C:10]([C:12]([F:15])([F:14])[F:13])[CH:11]=1)[N:8]=[CH:7][C:6]([C:16]#[N:17])=[C:5]2[NH:18][C:19]1[CH:24]=[CH:23][C:22]([F:25])=[C:21]([Cl:26])[CH:20]=1.[N:27]1([C:33]2[S:34][C:35]([CH:38]=O)=[CH:36][N:37]=2)[CH2:32][CH2:31][O:30][CH2:29][CH2:28]1.[BH3-]C#N.[Na+]. The catalyst is CCO. The product is [Cl:26][C:21]1[CH:20]=[C:19]([NH:18][C:5]2[C:4]3[C:9](=[C:10]([C:12]([F:13])([F:14])[F:15])[CH:11]=[C:2]([NH:1][CH2:38][C:35]4[S:34][C:33]([N:27]5[CH2:32][CH2:31][O:30][CH2:29][CH2:28]5)=[N:37][CH:36]=4)[CH:3]=3)[N:8]=[CH:7][C:6]=2[C:16]#[N:17])[CH:24]=[CH:23][C:22]=1[F:25]. The yield is 0.390. (2) The reactants are [CH3:1][C:2]1([CH3:40])[CH2:7][CH2:6][C:5]([C:8]2[CH:13]=[C:12]([CH:14]3[CH2:19][C:18](=[O:20])[NH:17][C:16](=[O:21])[CH2:15]3)[CH:11]=[CH:10][C:9]=2[NH:22][C:23]([C:25]2[N:26](COCC[Si](C)(C)C)[CH:27]=[C:28]([C:30]#[N:31])[N:29]=2)=[O:24])=[CH:4][CH2:3]1.CO.C(O)(C(F)(F)F)=O. The catalyst is C(Cl)Cl. The product is [CH3:1][C:2]1([CH3:40])[CH2:7][CH2:6][C:5]([C:8]2[CH:13]=[C:12]([CH:14]3[CH2:15][C:16](=[O:21])[NH:17][C:18](=[O:20])[CH2:19]3)[CH:11]=[CH:10][C:9]=2[NH:22][C:23]([C:25]2[NH:26][CH:27]=[C:28]([C:30]#[N:31])[N:29]=2)=[O:24])=[CH:4][CH2:3]1. The yield is 0.640. (3) The reactants are [CH3:1][O:2][C:3]([C@@H:5]1[CH2:7][C@H:6]1[C:8]([O:10]C)=[O:9])=[O:4].Cl. The catalyst is P([O-])([O-])([O-])=O. The product is [CH3:1][O:2][C:3]([C@@H:5]1[CH2:7][C@H:6]1[C:8]([OH:10])=[O:9])=[O:4]. The yield is 0.930. (4) The reactants are [F:1][C:2]1[CH:3]=[C:4]2[C:8](=[CH:9][CH:10]=1)[NH:7][C:6](=[O:11])[C:5]2=[N:12][N:13]=[CH:14][C:15]1[CH:23]=[CH:22][C:18]([C:19](O)=[O:20])=[CH:17][CH:16]=1.Cl.C(N=C=NCCCN(C)C)C.OC1C2N=NNC=2C=CC=1.C(N(CC)CC)C.Cl.[CH3:54][O:55][C:56](=[O:63])[CH2:57][CH2:58][CH2:59][CH2:60][CH2:61][NH2:62]. The catalyst is [Cl-].[Na+].O.CN(C=O)C. The product is [CH3:54][O:55][C:56](=[O:63])[CH2:57][CH2:58][CH2:59][CH2:60][CH2:61][NH:62][C:19](=[O:20])[C:18]1[CH:22]=[CH:23][C:15]([CH:14]=[N:13][N:12]=[C:5]2[C:4]3[C:8](=[CH:9][CH:10]=[C:2]([F:1])[CH:3]=3)[NH:7][C:6]2=[O:11])=[CH:16][CH:17]=1. The yield is 0.280. (5) The reactants are [O:1]=[C:2]1[N:11]([NH:12][S:13]([CH3:16])(=[O:15])=[O:14])[C:10](=[O:17])[C:9]2[C:4](=[CH:5][C:6]([C:22]([F:25])([F:24])[F:23])=[C:7]([C:18](=[O:21])[CH2:19][CH3:20])[CH:8]=2)[NH:3]1.[BH4-].[Na+].Cl. The catalyst is C1COCC1.CO.CCOC(C)=O.O. The product is [OH:21][CH:18]([C:7]1[CH:8]=[C:9]2[C:4](=[CH:5][C:6]=1[C:22]([F:24])([F:23])[F:25])[NH:3][C:2](=[O:1])[N:11]([NH:12][S:13]([CH3:16])(=[O:15])=[O:14])[C:10]2=[O:17])[CH2:19][CH3:20]. The yield is 0.780.